This data is from Full USPTO retrosynthesis dataset with 1.9M reactions from patents (1976-2016). The task is: Predict the reactants needed to synthesize the given product. (1) Given the product [C:1]([C:5]1[N:6]([CH3:24])[C:7](=[O:23])[C:8]2[C:13]([C:14]=1[C:15]1[CH:16]=[CH:17][CH:18]=[CH:19][CH:20]=1)=[CH:12][C:11]([OH:21])=[CH:10][CH:9]=2)([CH3:4])([CH3:2])[CH3:3], predict the reactants needed to synthesize it. The reactants are: [C:1]([C:5]1[N:6]([CH3:24])[C:7](=[O:23])[C:8]2[C:13]([C:14]=1[C:15]1[CH:20]=[CH:19][CH:18]=[CH:17][CH:16]=1)=[CH:12][C:11]([O:21]C)=[CH:10][CH:9]=2)([CH3:4])([CH3:3])[CH3:2]. (2) Given the product [F:37][C:36]([F:39])([F:38])[C:34]([OH:40])=[O:35].[Cl:33][C:32]1[C:18]2[C:17]([O:16][CH2:15][C@@H:10]3[C@@H:11]([O:13][CH3:14])[CH2:12][NH:8][CH2:9]3)=[N:22][C:21]([NH:23][C:24]3[CH:25]=[N:26][N:27]([CH3:29])[CH:28]=3)=[N:20][C:19]=2[NH:30][CH:31]=1, predict the reactants needed to synthesize it. The reactants are: C(OC([N:8]1[CH2:12][C@H:11]([O:13][CH3:14])[C@@H:10]([CH2:15][O:16][C:17]2[C:18]3[C:32]([Cl:33])=[CH:31][NH:30][C:19]=3[N:20]=[C:21]([NH:23][C:24]3[CH:25]=[N:26][N:27]([CH3:29])[CH:28]=3)[N:22]=2)[CH2:9]1)=O)(C)(C)C.[C:34]([OH:40])([C:36]([F:39])([F:38])[F:37])=[O:35]. (3) The reactants are: [CH:1]1[N:9]([C@@H:10]2[O:14][C@H:13]([CH2:15][OH:16])O[CH2:11]2)[C:8]2[N:7]=[C:6](N)[N:5]=[C:4]([NH2:18])[C:3]=2[N:2]=1.[Sb](F)(F)[F:20].N([O:25][C:26](C)(C)C)=O.C(#N)C.O. Given the product [F:20][C:6]1[N:5]=[C:4]([NH2:18])[C:3]2[N:2]=[CH:1][N:9]([C:8]=2[N:7]=1)[C@@H:10]1[O:14][C@H:13]([CH2:15][OH:16])[C@@H:26]([OH:25])[CH2:11]1, predict the reactants needed to synthesize it. (4) Given the product [NH2:8][C:9]1[S:13][N:12]=[C:11](/[C:14](=[N:45]/[O:46][C:47]([C:50]([OH:52])=[O:51])([CH3:48])[CH3:49])/[C:15]([NH:17][C@@H:18]2[C:43](=[O:44])[N:20]3[C:21]([C:27]([O-:29])=[O:28])=[C:22]([CH2:25][N+:63]4[N:64]([CH3:65])[C:60]([NH2:59])=[C:61]([NH:66][C:67]([NH:69][CH2:70][CH2:71][CH2:72][NH2:73])=[O:68])[CH:62]=4)[CH2:23][S:24][C@H:19]23)=[O:16])[N:10]=1, predict the reactants needed to synthesize it. The reactants are: C(OC([NH:8][C:9]1[S:13][N:12]=[C:11](/[C:14](=[N:45]/[O:46][C:47]([C:50]([O:52]C(C)(C)C)=[O:51])([CH3:49])[CH3:48])/[C:15]([NH:17][C@@H:18]2[C:43](=[O:44])[N:20]3[C:21]([C:27]([O:29]C(C4C=CC=CC=4)C4C=CC=CC=4)=[O:28])=[C:22]([CH2:25]Cl)[CH2:23][S:24][C@H:19]23)=[O:16])[N:10]=1)=O)(C)(C)C.[I-].[Na+].[NH2:59][C:60]1[N:64]([CH3:65])[N:63]=[CH:62][C:61]=1[NH:66][C:67]([NH:69][CH2:70][CH2:71][CH2:72][NH:73]C(OC(C)(C)C)=O)=[O:68].C(OCC)(=O)C. (5) Given the product [CH3:16][C:17]1[CH:22]=[CH:21][CH:20]=[CH:19][C:18]=1[CH2:23][CH:5]1[CH2:6][CH2:7][N:3]([N:2]([CH3:1])[C:9]2[CH:14]=[CH:13][CH:12]=[CH:11][CH:10]=2)[C:4]1=[O:8], predict the reactants needed to synthesize it. The reactants are: [CH3:1][N:2]([C:9]1[CH:14]=[CH:13][CH:12]=[CH:11][CH:10]=1)[N:3]1[CH2:7][CH2:6][CH2:5][C:4]1=[O:8].Br[CH2:16][C:17]1[C:18]([CH3:23])=[CH:19][CH:20]=[CH:21][CH:22]=1. (6) Given the product [F:1][C:2]1[CH:35]=[CH:34][C:5]([CH2:6][N:7]2[C:12](=[O:13])[C:11]([C:14]3[N:19]([CH3:20])[C:18]4[CH:21]=[CH:22][C:23]([NH:40][S:37]([CH3:36])(=[O:39])=[O:38])=[CH:24][C:17]=4[S:16](=[O:27])(=[O:26])[N:15]=3)=[C:10]([OH:28])[C:9]([C:29]3[S:30][CH:31]=[CH:32][CH:33]=3)=[N:8]2)=[CH:4][CH:3]=1, predict the reactants needed to synthesize it. The reactants are: [F:1][C:2]1[CH:35]=[CH:34][C:5]([CH2:6][N:7]2[C:12](=[O:13])[C:11]([C:14]3[N:19]([CH3:20])[C:18]4[CH:21]=[CH:22][C:23](I)=[CH:24][C:17]=4[S:16](=[O:27])(=[O:26])[N:15]=3)=[C:10]([OH:28])[C:9]([C:29]3[S:30][CH:31]=[CH:32][CH:33]=3)=[N:8]2)=[CH:4][CH:3]=1.[CH3:36][S:37]([NH2:40])(=[O:39])=[O:38].N(CC(O)=O)C.[O-]P([O-])([O-])=O.[K+].[K+].[K+]. (7) Given the product [Br:9][CH:8]1[N:2]([CH3:1])[C:3](=[O:4])[NH:5][C:6]1=[O:7], predict the reactants needed to synthesize it. The reactants are: [CH3:1][N:2]1[CH2:8][C:6](=[O:7])[NH:5][C:3]1=[O:4].[Br:9]Br. (8) The reactants are: [F:1][C:2]([F:20])([F:19])[C:3]1[CH:8]=[CH:7][C:6]([C@@H:9]2[C:18]3[C:13](=[CH:14][CH:15]=[CH:16][CH:17]=3)[CH2:12][CH2:11][NH:10]2)=[CH:5][CH:4]=1.[F:21][C:22]([F:38])([F:37])[CH2:23][NH:24][C:25](=O)[O:26]C1C=CC([N+]([O-])=O)=CC=1. Given the product [F:21][C:22]([F:38])([F:37])[CH2:23][NH:24][C:25]([N:10]1[CH2:11][CH2:12][C:13]2[C:18](=[CH:17][CH:16]=[CH:15][CH:14]=2)[C@H:9]1[C:6]1[CH:5]=[CH:4][C:3]([C:2]([F:1])([F:19])[F:20])=[CH:8][CH:7]=1)=[O:26], predict the reactants needed to synthesize it. (9) Given the product [F:46][C:47]([F:52])([F:51])[C:48]([OH:50])=[O:49].[Cl:19][C:15]1[C:14]([F:20])=[C:13]([CH:12]2[C:11]([C:23]3[CH:28]=[CH:27][C:26]([Cl:29])=[CH:25][C:24]=3[F:30])([C:21]#[N:22])[CH:10]([CH2:31][C:32]([CH2:35][CH3:36])([CH2:37][OH:38])[CH2:33][CH3:34])[NH:9][CH:8]2[C:6]([OH:7])=[O:5])[CH:18]=[CH:17][CH:16]=1, predict the reactants needed to synthesize it. The reactants are: C([O:5][C:6]([CH:8]1[CH:12]([C:13]2[CH:18]=[CH:17][CH:16]=[C:15]([Cl:19])[C:14]=2[F:20])[C:11]([C:23]2[CH:28]=[CH:27][C:26]([Cl:29])=[CH:25][C:24]=2[F:30])([C:21]#[N:22])[CH:10]([CH2:31][C:32]([C:37](C)(C)[O:38][SiH2]C(C)(C)C)([CH2:35][CH3:36])[CH2:33][CH3:34])[NH:9]1)=[O:7])(C)(C)C.[F:46][C:47]([F:52])([F:51])[C:48]([OH:50])=[O:49]. (10) Given the product [C:9]([C:13]1[CH:18]=[CH:17][C:16](/[C:19](/[C:38]2[NH:43][C:42](=[O:44])[C:41]([CH2:45][CH2:46][C:47]([NH2:49])=[O:48])=[CH:40][CH:39]=2)=[CH:20]\[C@H:21]2[CH2:25][CH2:24][C:23](=[O:26])[NH:22]2)=[CH:15][CH:14]=1)([CH3:12])([CH3:10])[CH3:11], predict the reactants needed to synthesize it. The reactants are: C1(OC)C=CC=CC=1.[C:9]([C:13]1[CH:18]=[CH:17][C:16](/[C:19](/[C:38]2[NH:43][C:42](=[O:44])[C:41]([CH2:45][CH2:46][C:47]([NH2:49])=[O:48])=[CH:40][CH:39]=2)=[CH:20]\[C@H:21]2[CH2:25][CH2:24][C:23](=[O:26])[N:22]2CC2C=CC(OC)=CC=2OC)=[CH:15][CH:14]=1)([CH3:12])([CH3:11])[CH3:10].